Regression. Given two drug SMILES strings and cell line genomic features, predict the synergy score measuring deviation from expected non-interaction effect. From a dataset of NCI-60 drug combinations with 297,098 pairs across 59 cell lines. (1) Drug 1: C1CN1P(=S)(N2CC2)N3CC3. Drug 2: C1=CN(C=N1)CC(O)(P(=O)(O)O)P(=O)(O)O. Cell line: OVCAR-8. Synergy scores: CSS=19.7, Synergy_ZIP=-5.59, Synergy_Bliss=-0.547, Synergy_Loewe=-0.152, Synergy_HSA=0.375. (2) Drug 1: CC(C)CN1C=NC2=C1C3=CC=CC=C3N=C2N. Drug 2: CC1C(C(CC(O1)OC2CC(CC3=C2C(=C4C(=C3O)C(=O)C5=CC=CC=C5C4=O)O)(C(=O)C)O)N)O. Cell line: MOLT-4. Synergy scores: CSS=44.0, Synergy_ZIP=3.24, Synergy_Bliss=2.04, Synergy_Loewe=-16.4, Synergy_HSA=-0.508. (3) Drug 1: COC1=NC(=NC2=C1N=CN2C3C(C(C(O3)CO)O)O)N. Drug 2: CC1=C(C(=O)C2=C(C1=O)N3CC4C(C3(C2COC(=O)N)OC)N4)N. Cell line: UACC-257. Synergy scores: CSS=11.0, Synergy_ZIP=-3.69, Synergy_Bliss=-2.58, Synergy_Loewe=-46.4, Synergy_HSA=-2.87. (4) Drug 1: C1C(C(OC1N2C=NC3=C(N=C(N=C32)Cl)N)CO)O. Drug 2: CCCCCOC(=O)NC1=NC(=O)N(C=C1F)C2C(C(C(O2)C)O)O. Cell line: HS 578T. Synergy scores: CSS=-1.65, Synergy_ZIP=-2.25, Synergy_Bliss=-5.03, Synergy_Loewe=-3.97, Synergy_HSA=-3.46. (5) Drug 1: C1CCC(C1)C(CC#N)N2C=C(C=N2)C3=C4C=CNC4=NC=N3. Drug 2: C1CC(C1)(C(=O)O)C(=O)O.[NH2-].[NH2-].[Pt+2]. Cell line: NCIH23. Synergy scores: CSS=54.0, Synergy_ZIP=-2.17, Synergy_Bliss=-0.208, Synergy_Loewe=-0.551, Synergy_HSA=1.75. (6) Drug 1: C1=CC(=CC=C1CC(C(=O)O)N)N(CCCl)CCCl.Cl. Drug 2: C1CC(=O)NC(=O)C1N2C(=O)C3=CC=CC=C3C2=O. Cell line: TK-10. Synergy scores: CSS=-0.230, Synergy_ZIP=-1.36, Synergy_Bliss=-1.33, Synergy_Loewe=-5.24, Synergy_HSA=-4.28. (7) Drug 1: CC1=C(C=C(C=C1)NC2=NC=CC(=N2)N(C)C3=CC4=NN(C(=C4C=C3)C)C)S(=O)(=O)N.Cl. Drug 2: CCC1(CC2CC(C3=C(CCN(C2)C1)C4=CC=CC=C4N3)(C5=C(C=C6C(=C5)C78CCN9C7C(C=CC9)(C(C(C8N6C=O)(C(=O)OC)O)OC(=O)C)CC)OC)C(=O)OC)O.OS(=O)(=O)O. Cell line: BT-549. Synergy scores: CSS=39.2, Synergy_ZIP=8.26, Synergy_Bliss=6.80, Synergy_Loewe=-39.9, Synergy_HSA=4.75. (8) Drug 2: C1=NC(=NC(=O)N1C2C(C(C(O2)CO)O)O)N. Synergy scores: CSS=0.305, Synergy_ZIP=0.608, Synergy_Bliss=1.75, Synergy_Loewe=-4.63, Synergy_HSA=-1.18. Cell line: 786-0. Drug 1: CN(C)C1=NC(=NC(=N1)N(C)C)N(C)C. (9) Drug 1: CS(=O)(=O)C1=CC(=C(C=C1)C(=O)NC2=CC(=C(C=C2)Cl)C3=CC=CC=N3)Cl. Drug 2: CC1CCC2CC(C(=CC=CC=CC(CC(C(=O)C(C(C(=CC(C(=O)CC(OC(=O)C3CCCCN3C(=O)C(=O)C1(O2)O)C(C)CC4CCC(C(C4)OC)OCCO)C)C)O)OC)C)C)C)OC. Cell line: HCT-15. Synergy scores: CSS=8.90, Synergy_ZIP=-0.131, Synergy_Bliss=6.17, Synergy_Loewe=-3.76, Synergy_HSA=6.37. (10) Drug 1: CN(CCCl)CCCl.Cl. Drug 2: CC1=C(C(=O)C2=C(C1=O)N3CC4C(C3(C2COC(=O)N)OC)N4)N. Cell line: HCT116. Synergy scores: CSS=64.6, Synergy_ZIP=-6.03, Synergy_Bliss=-10.1, Synergy_Loewe=-2.67, Synergy_HSA=-1.99.